Dataset: Reaction yield outcomes from USPTO patents with 853,638 reactions. Task: Predict the reaction yield, written as a fraction of the theoretical maximum amount of product (1.0 means a 100% yield; for example, 0.34 means a 34% yield). (1) The reactants are COCN[C:5]([C:7]1[C:16]([OH:17])=[CH:15][C:14]2[C:9](=[CH:10][CH:11]=[CH:12][CH:13]=2)[CH:8]=1)=[O:6].[CH3:18][Mg]Br.[Cl-].[NH4+].O. The catalyst is O1CCCC1. The product is [OH:17][C:16]1[C:7]([C:5](=[O:6])[CH3:18])=[CH:8][C:9]2[C:14]([CH:15]=1)=[CH:13][CH:12]=[CH:11][CH:10]=2. The yield is 0.780. (2) The reactants are [Br:1][C:2]1[CH:7]=[C:6]([O:8][CH3:9])[CH:5]=[C:4]([Br:10])[C:3]=1N.S(=O)(=O)(O)O.O[PH2]=O.N([O-])=O.[Na+]. The catalyst is C1(C)C=CC=CC=1. The product is [Br:1][C:2]1[CH:7]=[C:6]([O:8][CH3:9])[CH:5]=[C:4]([Br:10])[CH:3]=1. The yield is 0.960. (3) The reactants are [CH:1]1([NH:4][C:5](=[O:39])[C:6]2[CH:11]=[CH:10][C:9]([C:12]3[N:16]4[N:17]=[C:18]([CH2:28][C:29]5[CH:34]=[CH:33][CH:32]=[C:31]([F:35])[C:30]=5[O:36]C)[CH:19]=[C:20]([NH:21][CH2:22][CH2:23][C:24]([F:27])([F:26])[F:25])[C:15]4=[N:14][CH:13]=3)=[CH:8][C:7]=2[CH3:38])[CH2:3][CH2:2]1.B(Br)(Br)Br.CO. The catalyst is ClCCl. The product is [CH:1]1([NH:4][C:5](=[O:39])[C:6]2[CH:11]=[CH:10][C:9]([C:12]3[N:16]4[N:17]=[C:18]([CH2:28][C:29]5[CH:34]=[CH:33][CH:32]=[C:31]([F:35])[C:30]=5[OH:36])[CH:19]=[C:20]([NH:21][CH2:22][CH2:23][C:24]([F:27])([F:25])[F:26])[C:15]4=[N:14][CH:13]=3)=[CH:8][C:7]=2[CH3:38])[CH2:2][CH2:3]1. The yield is 0.320. (4) The reactants are [C:18]1(P([C:14]2[CH:19]=[CH:18][CH:17]=[CH:16]C=2)[C:18]2[CH:19]=[CH:14]C=[CH:16][CH:17]=2)[CH:19]=[CH:14]C=[CH:16][CH:17]=1.[C:20]([Br:24])(Br)(Br)Br.[C-:25]1([C:30]2[CH:37]=[CH:36][C:33](CO)=[CH:32][CH:31]=2)[CH:29]=[CH:28][CH:27]=[CH:26]1.[CH-]1C=CC=C1.[Fe+2:43]. The catalyst is CCOCC. The product is [Br:24][CH2:20][C:33]1[CH:36]=[CH:37][C:30]([C-:25]2[CH:29]=[CH:28][CH:27]=[CH:26]2)=[CH:31][CH:32]=1.[CH-:16]1[CH:17]=[CH:18][CH:19]=[CH:14]1.[Fe+2:43]. The yield is 0.820. (5) The reactants are Cl[C:2]1[CH:7]=[N:6][CH:5]=[C:4]([C:8]2[CH:13]=[CH:12][CH:11]=[CH:10][CH:9]=2)[N:3]=1.[CH3:14][OH:15].[CH2:16](N(CC)CC)C.[C]=O.[OH2:25]. The catalyst is [Pd]. The product is [C:8]1([C:4]2[N:3]=[C:2]([C:14]([O:25][CH3:16])=[O:15])[CH:7]=[N:6][CH:5]=2)[CH:13]=[CH:12][CH:11]=[CH:10][CH:9]=1. The yield is 0.990.